From a dataset of Forward reaction prediction with 1.9M reactions from USPTO patents (1976-2016). Predict the product of the given reaction. (1) Given the reactants N(C(N1CCCCC1)=O)=NC(N1CCCCC1)=O.[Cl:19][C:20]1[CH:39]=[CH:38][C:23]([NH:24][C:25]2[C:34]3[C:29](=[CH:30][C:31]([OH:37])=[C:32]([O:35][CH3:36])[CH:33]=3)[N:28]=[CH:27][N:26]=2)=[C:22]([F:40])[CH:21]=1.C(P(CCCC)CCCC)CCC.O[CH2:55][CH2:56][N:57]1[CH2:62][CH2:61][S:60](=[O:64])(=[O:63])[CH2:59][CH2:58]1, predict the reaction product. The product is: [Cl:19][C:20]1[CH:39]=[CH:38][C:23]([NH:24][C:25]2[C:34]3[C:29](=[CH:30][C:31]([O:37][CH2:55][CH2:56][N:57]4[CH2:62][CH2:61][S:60](=[O:64])(=[O:63])[CH2:59][CH2:58]4)=[C:32]([O:35][CH3:36])[CH:33]=3)[N:28]=[CH:27][N:26]=2)=[C:22]([F:40])[CH:21]=1. (2) Given the reactants Cl.[C:2]([CH2:4][C:5]1[CH:34]=[CH:33][C:8]([CH2:9][C:10]2([CH2:16][N:17]([C@@H:24]3[CH2:26][C@H:25]3[C:27]3[CH:32]=[CH:31][CH:30]=[CH:29][CH:28]=3)C(=O)C(F)(F)F)[CH2:15][CH2:14][NH:13][CH2:12][CH2:11]2)=[CH:7][CH:6]=1)#[N:3].[C:35]([O:39]C)(=[O:38])[CH:36]=[CH2:37].[CH2:41](N(CC)CC)[CH3:42].BrCCCl, predict the reaction product. The product is: [C:2]([C:4]1([C:5]2[CH:6]=[CH:7][C:8]([CH2:9][C:10]3([CH2:16][NH:17][C@@H:24]4[CH2:26][C@H:25]4[C:27]4[CH:32]=[CH:31][CH:30]=[CH:29][CH:28]=4)[CH2:11][CH2:12][N:13]([CH2:37][CH2:36][C:35]([OH:39])=[O:38])[CH2:14][CH2:15]3)=[CH:33][CH:34]=2)[CH2:42][CH2:41]1)#[N:3].